From a dataset of Reaction yield outcomes from USPTO patents with 853,638 reactions. Predict the reaction yield, written as a fraction of the theoretical maximum amount of product (1.0 means a 100% yield; for example, 0.34 means a 34% yield). (1) The reactants are B.C1C[O:5]CC1.CC(=CC)C.[CH3:12][O:13][CH2:14][CH2:15][C:16]([CH3:25])([CH2:22][CH:23]=[CH2:24])[C:17]([O:19][CH2:20][CH3:21])=[O:18].P([O-])([O-])([O-])=O.OO. The catalyst is C1COCC1.[Cl-].[Na+].O. The product is [OH:5][CH2:24][CH2:23][CH2:22][C:16]([CH2:15][CH2:14][O:13][CH3:12])([CH3:25])[C:17]([O:19][CH2:20][CH3:21])=[O:18]. The yield is 0.390. (2) The reactants are O=[C:2]1[CH2:8][C@@H:7]2[N:9]([C:10]([O:12][C:13]([CH3:16])([CH3:15])[CH3:14])=[O:11])[C@@H:4]([CH2:5][CH2:6]2)[CH2:3]1.[NH3:17].CO.[BH4-].[Na+]. The catalyst is [NH4+].[OH-]. The product is [NH2:17][CH:2]1[CH2:8][C@H:7]2[N:9]([C:10]([O:12][C:13]([CH3:16])([CH3:15])[CH3:14])=[O:11])[C@H:4]([CH2:5][CH2:6]2)[CH2:3]1. The yield is 0.840. (3) The reactants are [Cl:1][C:2]1[CH:3]=[CH:4][C:5]([NH:8][C:9]([C:11]2[CH:16]=[CH:15][CH:14]=[CH:13][C:12]=2[NH:17][C:18]([C:20]2[CH:25]=[CH:24][C:23]([C:26]3[CH:31]=[CH:30][CH:29]=[CH:28][C:27]=3[C:32]#[N:33])=[CH:22][CH:21]=2)=[O:19])=[O:10])=[N:6][CH:7]=1.Cl.[OH:35][NH2:36].C(N(CC)CC)C. The catalyst is C(O)C. The product is [Cl:1][C:2]1[CH:3]=[CH:4][C:5]([NH:8][C:9]([C:11]2[CH:16]=[CH:15][CH:14]=[CH:13][C:12]=2[NH:17][C:18]([C:20]2[CH:25]=[CH:24][C:23]([C:26]3[CH:31]=[CH:30][CH:29]=[CH:28][C:27]=3[CH:32]=[N:33][NH:36][OH:35])=[CH:22][CH:21]=2)=[O:19])=[O:10])=[N:6][CH:7]=1. The yield is 0.275. (4) The reactants are FC(F)(F)C(O)=O.[NH2:8][C@H:9]([CH2:29][C:30]1[CH:35]=[CH:34][C:33]([O:36][CH3:37])=[CH:32][CH:31]=1)[C:10]([N:12]1[CH2:17][CH2:16][C:15]([CH:23]2[CH2:28][CH2:27][CH2:26][CH2:25][CH2:24]2)([C:18]([O:20][CH2:21][CH3:22])=[O:19])[CH2:14][CH2:13]1)=[O:11].C(N(C(C)C)CC)(C)C.N1C=CC=CC=1O[C:54](=[S:62])OC1C=CC=CN=1. The catalyst is C(Cl)Cl. The product is [CH:23]1([C:15]2([C:18]([O:20][CH2:21][CH3:22])=[O:19])[CH2:16][CH2:17][N:12]([C:10](=[O:11])[C@H:9]([N:8]=[C:54]=[S:62])[CH2:29][C:30]3[CH:35]=[CH:34][C:33]([O:36][CH3:37])=[CH:32][CH:31]=3)[CH2:13][CH2:14]2)[CH2:28][CH2:27][CH2:26][CH2:25][CH2:24]1. The yield is 0.880. (5) The reactants are [Br:1][C:2]1[CH:3]=[C:4]([CH2:9][C:10]([OH:12])=[O:11])[CH:5]=[CH:6][C:7]=1[OH:8].C(=O)([O-])[O-].[K+].[K+].[I-].[K+].[CH2:21](Br)[C:22]1[CH:27]=[CH:26][CH:25]=[CH:24][CH:23]=1. The catalyst is CC(C)=O. The product is [CH2:21]([O:8][C:7]1[CH:6]=[CH:5][C:4]([CH2:9][C:10]([O:12][CH2:9][C:4]2[CH:5]=[CH:6][CH:7]=[CH:2][CH:3]=2)=[O:11])=[CH:3][C:2]=1[Br:1])[C:22]1[CH:27]=[CH:26][CH:25]=[CH:24][CH:23]=1. The yield is 0.940. (6) The reactants are [S:1]1[C:5]2([CH2:10][CH2:9][S:8][CH2:7][CH2:6]2)[CH2:4][N:3]=[C:2]1[C:11]1[NH:12][C:13]2[C:18]([CH:19]=1)=[CH:17][C:16]([O:20][CH2:21][CH2:22][O:23][CH3:24])=[CH:15][C:14]=2[N:25]([CH3:35])[S:26]([C:29]1[CH:34]=[CH:33][CH:32]=[CH:31][N:30]=1)(=[O:28])=[O:27].[OH:36]OS([O-])=O.[K+].S([O-])([O-])=O.[Na+].[Na+]. The catalyst is CO.O.ClCCl. The yield is 0.200. The product is [CH3:24][O:23][CH2:22][CH2:21][O:20][C:16]1[CH:17]=[C:18]2[C:13](=[C:14]([N:25]([CH3:35])[S:26]([C:29]3[CH:34]=[CH:33][CH:32]=[CH:31][N:30]=3)(=[O:27])=[O:28])[CH:15]=1)[NH:12][C:11]([C:2]1[S:1][C:5]3([CH2:6][CH2:7][S:8](=[O:36])[CH2:9][CH2:10]3)[CH2:4][N:3]=1)=[CH:19]2.